This data is from Full USPTO retrosynthesis dataset with 1.9M reactions from patents (1976-2016). The task is: Predict the reactants needed to synthesize the given product. (1) The reactants are: C(=O)([O-])[O-].[Na+].[Na+].[C:7]([C:11]1[CH:16]=[CH:15][C:14](B(O)O)=[CH:13][CH:12]=1)([CH3:10])([CH3:9])[CH3:8].Br[C:21]1[C:22]([NH2:27])=[N:23][CH:24]=[CH:25][CH:26]=1. Given the product [C:7]([C:11]1[CH:16]=[CH:15][C:14]([C:21]2[C:22]([NH2:27])=[N:23][CH:24]=[CH:25][CH:26]=2)=[CH:13][CH:12]=1)([CH3:10])([CH3:9])[CH3:8], predict the reactants needed to synthesize it. (2) Given the product [CH3:20][O:21][C:22]1[CH:30]=[CH:29][C:25]([CH2:26][CH2:27][NH:28][C:2]2[CH:7]=[CH:6][CH:5]=[CH:4][C:3]=2[N+:8]([O-:10])=[O:9])=[CH:24][CH:23]=1, predict the reactants needed to synthesize it. The reactants are: F[C:2]1[CH:7]=[CH:6][CH:5]=[CH:4][C:3]=1[N+:8]([O-:10])=[O:9].C(N(C(C)C)CC)(C)C.[CH3:20][O:21][C:22]1[CH:30]=[CH:29][C:25]([CH2:26][CH2:27][NH2:28])=[CH:24][CH:23]=1. (3) Given the product [C:35]([CH2:34][CH2:33][C:20]1[C:21]([CH3:32])([CH3:31])[C@H:22]2[C@:17]([CH3:38])([CH2:18][CH:19]=1)[CH:16]1[C@:25]([CH3:30])([C@@:26]3([CH3:29])[C@H:13]([CH2:14][CH2:15]1)[C@H:12]1[C@H:39]([C:42]([CH3:44])=[CH2:43])[CH2:40][CH2:41][C@:11]1([C:9]([OH:10])=[O:8])[CH2:28][CH2:27]3)[CH2:24][CH2:23]2)([OH:37])=[O:36], predict the reactants needed to synthesize it. The reactants are: C([O:8][C:9]([C@:11]12[CH2:41][CH2:40][C@@H:39]([C:42]([CH3:44])=[CH2:43])[C@@H:12]1[C@@H:13]1[C@@:26]([CH3:29])([CH2:27][CH2:28]2)[C@@:25]2([CH3:30])[CH:16]([C@:17]3([CH3:38])[C@@H:22]([CH2:23][CH2:24]2)[C:21]([CH3:32])([CH3:31])[C:20](/[CH:33]=[CH:34]/[C:35]([OH:37])=[O:36])=[CH:19][CH2:18]3)[CH2:15][CH2:14]1)=[O:10])C1C=CC=CC=1.[H][H]. (4) Given the product [NH:14]1[CH2:15][CH:16]([N:18]2[CH:22]=[C:21]([C:23]3[CH:24]=[CH:25][C:26]4[N:27]([C:29]([CH2:32][C:33]5[CH:34]=[C:35]6[C:40](=[CH:41][C:42]=5[F:43])[N:39]=[CH:38][CH:37]=[CH:36]6)=[CH:30][N:31]=4)[N:28]=3)[CH:20]=[N:19]2)[CH2:17]1, predict the reactants needed to synthesize it. The reactants are: O1CCOCC1.C(OC([N:14]1[CH2:17][CH:16]([N:18]2[CH:22]=[C:21]([C:23]3[CH:24]=[CH:25][C:26]4[N:27]([C:29]([CH2:32][C:33]5[CH:34]=[C:35]6[C:40](=[CH:41][C:42]=5[F:43])[N:39]=[CH:38][CH:37]=[CH:36]6)=[CH:30][N:31]=4)[N:28]=3)[CH:20]=[N:19]2)[CH2:15]1)=O)(C)(C)C.Cl. (5) Given the product [CH2:42]([N:21]([C:20]1[C:19]2[C:14](=[CH:15][CH:16]=[C:17]([Br:22])[CH:18]=2)[N:13]=[C:12]2[N:8]([CH2:1][C:2]3[CH:7]=[CH:6][CH:5]=[CH:4][CH:3]=3)[CH2:9][CH2:10][C:11]=12)[CH2:26][CH:23]=[CH2:25])[CH:41]=[CH2:40], predict the reactants needed to synthesize it. The reactants are: [CH2:1]([N:8]1[C:12]2=[N:13][C:14]3[C:19]([C:20]([NH2:21])=[C:11]2[CH2:10][CH2:9]1)=[CH:18][C:17]([Br:22])=[CH:16][CH:15]=3)[C:2]1[CH:7]=[CH:6][CH:5]=[CH:4][CH:3]=1.[C:23](N=P1(N(CC)CC)N(C)C=CN1C)([CH3:26])([CH3:25])C.[CH2:40](Br)[CH:41]=[CH2:42].O. (6) The reactants are: C([O:4][C:5]1[CH:14]=[C:13]([CH3:15])[C:8]2[S:9][CH2:10][CH2:11][O:12][C:7]=2[CH:6]=1)C=C.[BH4-].[Na+]. Given the product [CH3:15][C:13]1[C:8]2[S:9][CH2:10][CH2:11][O:12][C:7]=2[CH:6]=[C:5]([OH:4])[CH:14]=1, predict the reactants needed to synthesize it. (7) Given the product [CH2:17]([NH:20][C:9]1[N:10]=[C:5]([NH:4][CH2:1][CH:2]=[CH2:3])[C:6]2[S:14][CH:13]=[C:12]([CH2:15][CH3:16])[C:7]=2[N:8]=1)[CH:18]=[CH2:19], predict the reactants needed to synthesize it. The reactants are: [CH2:1]([NH:4][C:5]1[C:6]2[S:14][CH:13]=[C:12]([CH2:15][CH3:16])[C:7]=2[N:8]=[C:9](Cl)[N:10]=1)[CH:2]=[CH2:3].[CH2:17]([NH2:20])[CH:18]=[CH2:19].C(=O)([O-])O.[Na+]. (8) Given the product [CH:25]1([C:28]2[N:16]3[N:15]=[C:14]([C:13]4[N:12]5[CH2:22][CH2:23][CH2:24][C:11]5=[N:10][C:9]=4[C:3]4[CH:4]=[CH:5][C:6]([F:8])=[CH:7][C:2]=4[F:1])[CH:19]=[CH:18][C:17]3=[N:20][N:21]=2)[CH2:27][CH2:26]1, predict the reactants needed to synthesize it. The reactants are: [F:1][C:2]1[CH:7]=[C:6]([F:8])[CH:5]=[CH:4][C:3]=1[C:9]1[N:10]=[C:11]2[CH2:24][CH2:23][CH2:22][N:12]2[C:13]=1[C:14]1[N:15]=[N:16][C:17]([NH:20][NH2:21])=[CH:18][CH:19]=1.[CH:25]1([CH:28]=O)[CH2:27][CH2:26]1.C(O)(=O)C.C(O)(=O)C.IC1C=CC=CC=1.